From a dataset of Forward reaction prediction with 1.9M reactions from USPTO patents (1976-2016). Predict the product of the given reaction. (1) Given the reactants CS(O[CH2:6][CH2:7][C:8]1[O:9][C:10]2[CH:16]=[CH:15][C:14]([C:17]3[CH:22]=[CH:21][C:20]([C:23]([N:25]4[CH2:30][CH2:29][O:28][CH2:27][CH2:26]4)=[O:24])=[CH:19][CH:18]=3)=[CH:13][C:11]=2[CH:12]=1)(=O)=O.[CH3:31][CH:32]1[CH2:37][CH2:36][NH:35][CH2:34][CH2:33]1, predict the reaction product. The product is: [CH3:31][CH:32]1[CH2:37][CH2:36][N:35]([CH2:6][CH2:7][C:8]2[O:9][C:10]3[CH:16]=[CH:15][C:14]([C:17]4[CH:22]=[CH:21][C:20]([C:23]([N:25]5[CH2:26][CH2:27][O:28][CH2:29][CH2:30]5)=[O:24])=[CH:19][CH:18]=4)=[CH:13][C:11]=3[CH:12]=2)[CH2:34][CH2:33]1. (2) Given the reactants Br[C:2]1[N:7]=[N:6][C:5]([NH2:8])=[N:4][C:3]=1[C:9]1[CH:14]=[CH:13][CH:12]=[CH:11][CH:10]=1.[CH:15]([C:18]1[CH:23]=[CH:22][CH:21]=[CH:20][C:19]=1[OH:24])([CH3:17])[CH3:16], predict the reaction product. The product is: [C:9]1([C:3]2[N:4]=[C:5]([NH2:8])[N:6]=[N:7][C:2]=2[O:24][C:19]2[CH:20]=[CH:21][CH:22]=[CH:23][C:18]=2[CH:15]([CH3:17])[CH3:16])[CH:14]=[CH:13][CH:12]=[CH:11][CH:10]=1. (3) Given the reactants [CH3:1][CH:2](C1N(CC[C@@H](O)C[C@@H](O)CC(O)=O)C(C2C=CC(F)=CC=2)=C(C2C=CC=CC=2)C=1C(NC1C=CC=CC=1)=O)[CH3:3].[C:42]([O:46][C:47](=[O:86])[CH2:48][CH:49]([OH:85])[CH2:50][CH:51]([OH:84])[CH2:52][CH2:53][N:54]1[C:58]([CH:59]([CH3:61])[CH3:60])=[C:57]([C:62](=[O:70])[NH:63][C:64]2[CH:69]=[CH:68][CH:67]=[CH:66][CH:65]=2)[C:56]([C:71]2[CH:76]=[CH:75][CH:74]=[CH:73][CH:72]=2)=[C:55]1[C:77]1[CH:82]=[CH:81][C:80]([F:83])=[CH:79][CH:78]=1)([CH3:45])([CH3:44])[CH3:43].NCCC1OC(C2C=CC=CC=2)OC(CC(OC(C)(C)C)=O)C1.FC1C=CC(C(=O)C(C2C=CC=CC=2)C(C(=O)C(C)C)C(NC2C=CC=CC=2)=O)=CC=1.C(O)(=O)C(C)(C)C, predict the reaction product. The product is: [F:83][C:80]1[CH:81]=[CH:82][C:77]([C:55]2[N:54]([CH2:53][CH2:52][CH:51]3[O:84][C:2]([CH3:3])([CH3:1])[O:85][CH:49]([CH2:48][C:47]([O:46][C:42]([CH3:44])([CH3:45])[CH3:43])=[O:86])[CH2:50]3)[C:58]([CH:59]([CH3:61])[CH3:60])=[C:57]([C:62](=[O:70])[NH:63][C:64]3[CH:65]=[CH:66][CH:67]=[CH:68][CH:69]=3)[C:56]=2[C:71]2[CH:76]=[CH:75][CH:74]=[CH:73][CH:72]=2)=[CH:78][CH:79]=1. (4) Given the reactants FC1C=C(C=C(C2C=CN=CC=2)C=1)CCC1C=CC(N2CCN(S(C(F)(F)F)(=O)=O)CC2)=CC=1.[CH2:35]([S:37]([N:40]1[CH2:45][CH2:44][N:43]([C:46]2[CH:51]=[CH:50][C:49](/[CH:52]=[CH:53]/[C:54]3[CH:59]=[C:58]([C:60]4[CH:65]=[CH:64][N:63]=[CH:62][CH:61]=4)[CH:57]=[C:56]([F:66])[CH:55]=3)=[CH:48][CH:47]=2)[CH2:42][CH2:41]1)(=[O:39])=[O:38])[CH3:36], predict the reaction product. The product is: [CH2:35]([S:37]([N:40]1[CH2:41][CH2:42][N:43]([C:46]2[CH:47]=[CH:48][C:49]([CH2:52][CH2:53][C:54]3[CH:59]=[C:58]([C:60]4[CH:61]=[CH:62][N:63]=[CH:64][CH:65]=4)[CH:57]=[C:56]([F:66])[CH:55]=3)=[CH:50][CH:51]=2)[CH2:44][CH2:45]1)(=[O:39])=[O:38])[CH3:36]. (5) Given the reactants [CH2:1]([O:8][C:9]1[CH:14]=[C:13]([O:15][CH2:16][C:17](=[O:25])[O:18][CH2:19][CH2:20][Si:21]([CH3:24])([CH3:23])[CH3:22])[CH:12]=[CH:11][C:10]=1[N:26]([S:32]([NH:35]C(OC(C)(C)C)=O)(=[O:34])=[O:33])[CH2:27][C:28]([O:30]C)=[O:29])[C:2]1[CH:7]=[CH:6][CH:5]=[CH:4][CH:3]=1, predict the reaction product. The product is: [NH2:35][S:32]([N:26]([C:10]1[CH:11]=[CH:12][C:13]([O:15][CH2:16][C:17](=[O:25])[O:18][CH2:19][CH2:20][Si:21]([CH3:24])([CH3:23])[CH3:22])=[CH:14][C:9]=1[O:8][CH2:1][C:2]1[CH:3]=[CH:4][CH:5]=[CH:6][CH:7]=1)[CH2:27][C:28]([OH:30])=[O:29])(=[O:33])=[O:34]. (6) The product is: [CH3:1][C:2]1[CH:7]=[C:6]([CH3:8])[CH:5]=[C:4]([CH:9]2[CH2:13][CH2:12][CH2:11][O:10]2)[C:3]=1[O:14][CH2:16][C:17]([O:19][CH3:20])=[O:18]. Given the reactants [CH3:1][C:2]1[CH:7]=[C:6]([CH3:8])[CH:5]=[C:4]([CH:9]2[CH2:13][CH2:12][CH2:11][O:10]2)[C:3]=1[OH:14].Br[CH2:16][C:17]([O:19][CH3:20])=[O:18].C(=O)([O-])[O-].[Cs+].[Cs+], predict the reaction product. (7) Given the reactants N[C:2]1[C:6]2=[N:7][CH:8]=[CH:9][CH:10]=[C:5]2[S:4][C:3]=1[C:11]([O:13][CH3:14])=[O:12].N([O-])=O.[Na+].O.[OH-].[Na+], predict the reaction product. The product is: [S:4]1[C:5]2[C:6](=[N:7][CH:8]=[CH:9][CH:10]=2)[CH:2]=[C:3]1[C:11]([O:13][CH3:14])=[O:12]. (8) Given the reactants [Cl:1][C:2]1[CH:10]=[CH:9][CH:8]=[C:7]2[C:3]=1[CH:4]=[CH:5][N:6]2[C@@H:11]1[O:28][C@H:27]([CH2:29][O:30]C(=O)C)[C@@H:22]([O:23]C(=O)C)[C@H:17]([O:18]C(=O)C)[C@H:12]1[O:13]C(=O)C.[CH2:34]([C:36]1[S:40][C:39]([C:41](Cl)=O)=[CH:38][CH:37]=1)[CH3:35], predict the reaction product. The product is: [Cl:1][C:2]1[CH:10]=[CH:9][CH:8]=[C:7]2[C:3]=1[C:4]([CH2:41][C:39]1[S:40][C:36]([CH2:34][CH3:35])=[CH:37][CH:38]=1)=[CH:5][N:6]2[C@@H:11]1[O:28][C@H:27]([CH2:29][OH:30])[C@@H:22]([OH:23])[C@H:17]([OH:18])[C@H:12]1[OH:13]. (9) Given the reactants [NH2:1][C:2](=[NH:16])[N:3]1[CH2:8][CH2:7][N:6]([C:9]([O:11][C:12]([CH3:15])([CH3:14])[CH3:13])=[O:10])[CH2:5][CH2:4]1.[Cl:17][C:18]([SH:21])(Cl)Cl.[OH-].[Na+], predict the reaction product. The product is: [Cl:17][C:18]1[S:21][N:1]=[C:2]([N:3]2[CH2:4][CH2:5][N:6]([C:9]([O:11][C:12]([CH3:13])([CH3:15])[CH3:14])=[O:10])[CH2:7][CH2:8]2)[N:16]=1. (10) Given the reactants [NH2:1][CH2:2][CH2:3][CH2:4][O:5][C:6]1[CH:35]=[CH:34][C:9]([C:10]([N:12]2[C:21]3[C:16](=[CH:17][CH:18]=[CH:19][CH:20]=3)[C@H:15]([N:22]([C:26]3[CH:31]=[CH:30][C:29]([Cl:32])=[CH:28][CH:27]=3)[C:23](=[O:25])[CH3:24])[CH2:14][C@@H:13]2[CH3:33])=[O:11])=[CH:8][CH:7]=1.Br[CH2:37][C:38]([O:40]CC)=[O:39].C(=O)([O-])[O-].[K+].[K+], predict the reaction product. The product is: [C:23]([N:22]([C:26]1[CH:31]=[CH:30][C:29]([Cl:32])=[CH:28][CH:27]=1)[C@H:15]1[C:16]2[C:21](=[CH:20][CH:19]=[CH:18][CH:17]=2)[N:12]([C:10]([C:9]2[CH:8]=[CH:7][C:6]([O:5][CH2:4][CH2:3][CH2:2][NH:1][CH2:37][C:38]([OH:40])=[O:39])=[CH:35][CH:34]=2)=[O:11])[C@@H:13]([CH3:33])[CH2:14]1)(=[O:25])[CH3:24].